From a dataset of Reaction yield outcomes from USPTO patents with 853,638 reactions. Predict the reaction yield, written as a fraction of the theoretical maximum amount of product (1.0 means a 100% yield; for example, 0.34 means a 34% yield). (1) The reactants are [F:1][C:2]([F:17])([F:16])[C:3]1[CH:11]=[C:10]([C:12]([F:15])([F:14])[F:13])[CH:9]=[CH:8][C:4]=1[C:5]([OH:7])=O.[NH2:18][C@H:19]1[CH2:24][C:23]2[C:25]([N:29]3[CH2:34][CH2:33][N:32]([CH3:35])[CH2:31][CH2:30]3)=[CH:26][CH:27]=[CH:28][C:22]=2[O:21][CH2:20]1.C(N(CC)CC)C. The catalyst is S(Cl)(Cl)=O.C(Cl)Cl. The product is [CH3:35][N:32]1[CH2:33][CH2:34][N:29]([C:25]2[C:23]3[CH2:24][C@H:19]([NH:18][C:5](=[O:7])[C:4]4[CH:8]=[CH:9][C:10]([C:12]([F:15])([F:14])[F:13])=[CH:11][C:3]=4[C:2]([F:1])([F:17])[F:16])[CH2:20][O:21][C:22]=3[CH:28]=[CH:27][CH:26]=2)[CH2:30][CH2:31]1. The yield is 0.300. (2) The reactants are [Br:1][C:2]1[CH:3]=[CH:4][C:5]([OH:13])=[C:6]([C:8](=O)[CH:9]([CH3:11])[CH3:10])[CH:7]=1.[NH2:14]O.C(OC(=O)C)(=O)C.C(=O)([O-])[O-].[Cs+].[Cs+]. The catalyst is CCO.CC(O)=O. The product is [Br:1][C:2]1[CH:3]=[CH:4][C:5]2[O:13][N:14]=[C:8]([CH:9]([CH3:11])[CH3:10])[C:6]=2[CH:7]=1. The yield is 0.150. (3) The reactants are [N+:1]([C:4]1[CH:5]=[C:6]2[C:10](=[CH:11][CH:12]=1)[NH:9][CH:8]=[CH:7]2)([O-:3])=[O:2].[C:13]1(=[O:18])[CH2:17][CH2:16][CH:15]=[CH:14]1. The catalyst is CC#N. The product is [N+:1]([C:4]1[CH:5]=[C:6]2[C:10](=[CH:11][CH:12]=1)[NH:9][CH:8]=[C:7]2[CH:15]1[CH2:16][CH2:17][C:13](=[O:18])[CH2:14]1)([O-:3])=[O:2]. The yield is 0.520. (4) The reactants are [C:1](=[O:4])(O)[O-].[Na+].O.[Br:7][C:8]1[CH:13]=[CH:12][C:11]([C@@H:14]([NH2:16])[CH3:15])=[CH:10][CH:9]=1.ClC(Cl)(OC(=O)OC(Cl)(Cl)Cl)Cl. The catalyst is ClCCl. The product is [Br:7][C:8]1[CH:13]=[CH:12][C:11]([C@@H:14]([N:16]=[C:1]=[O:4])[CH3:15])=[CH:10][CH:9]=1. The yield is 0.794. (5) The reactants are [CH:1]1([C:4]([NH:6][C:7]2[N:8]=[C:9]3[CH:14]=[CH:13][C:12]([O:15][C:16]4[CH:17]=[CH:18][C:19]([F:32])=[C:20]([NH:22][C:23]([C:25]5[N:29]([CH3:30])[N:28]=[C:27]([CH3:31])[CH:26]=5)=[O:24])[CH:21]=4)=[N:11][N:10]3[CH:33]=2)=[O:5])CC1.CO.[ClH:36].[CH3:37][N:38]1[CH2:43][CH2:42][N:41](CC(O)=O)[CH2:40][CH2:39]1.Cl.CN(C)CCCN=C=NCC.ON1C2C=CC=CC=2N=N1.C(N(C(C)C)C(C)C)C.C(=O)([O-])O.[Na+]. The catalyst is CN(C)C=O. The product is [ClH:36].[ClH:36].[F:32][C:19]1[CH:18]=[CH:17][C:16]([O:15][C:12]2[CH:13]=[CH:14][C:9]3[N:10]([CH:33]=[C:7]([NH:6][C:4](=[O:5])[CH2:1][N:41]4[CH2:42][CH2:43][N:38]([CH3:37])[CH2:39][CH2:40]4)[N:8]=3)[N:11]=2)=[CH:21][C:20]=1[NH:22][C:23]([C:25]1[N:29]([CH3:30])[N:28]=[C:27]([CH3:31])[CH:26]=1)=[O:24]. The yield is 0.0600. (6) The reactants are [Cl:1][C:2]1[C:3]([C:9]([O:11][CH3:12])=[O:10])=[N:4][CH:5]=[C:6]([OH:8])[CH:7]=1.[C:13](=O)([O-])[O-].[Cs+].[Cs+].IC.O. The catalyst is CN(C=O)C. The product is [Cl:1][C:2]1[C:3]([C:9]([O:11][CH3:12])=[O:10])=[N:4][CH:5]=[C:6]([O:8][CH3:13])[CH:7]=1. The yield is 0.710.